Dataset: NCI-60 drug combinations with 297,098 pairs across 59 cell lines. Task: Regression. Given two drug SMILES strings and cell line genomic features, predict the synergy score measuring deviation from expected non-interaction effect. (1) Drug 1: CC1=C2C(C(=O)C3(C(CC4C(C3C(C(C2(C)C)(CC1OC(=O)C(C(C5=CC=CC=C5)NC(=O)OC(C)(C)C)O)O)OC(=O)C6=CC=CC=C6)(CO4)OC(=O)C)OC)C)OC. Drug 2: C1CCC(CC1)NC(=O)N(CCCl)N=O. Cell line: ACHN. Synergy scores: CSS=50.1, Synergy_ZIP=3.23, Synergy_Bliss=1.71, Synergy_Loewe=-3.14, Synergy_HSA=5.58. (2) Drug 1: CC(C)(C#N)C1=CC(=CC(=C1)CN2C=NC=N2)C(C)(C)C#N. Drug 2: C1CC(=O)NC(=O)C1N2C(=O)C3=CC=CC=C3C2=O. Cell line: RXF 393. Synergy scores: CSS=-1.51, Synergy_ZIP=1.09, Synergy_Bliss=1.04, Synergy_Loewe=0.362, Synergy_HSA=-1.03. (3) Drug 1: COC1=C(C=C2C(=C1)N=CN=C2NC3=CC(=C(C=C3)F)Cl)OCCCN4CCOCC4. Drug 2: CC1C(C(=O)NC(C(=O)N2CCCC2C(=O)N(CC(=O)N(C(C(=O)O1)C(C)C)C)C)C(C)C)NC(=O)C3=C4C(=C(C=C3)C)OC5=C(C(=O)C(=C(C5=N4)C(=O)NC6C(OC(=O)C(N(C(=O)CN(C(=O)C7CCCN7C(=O)C(NC6=O)C(C)C)C)C)C(C)C)C)N)C. Cell line: K-562. Synergy scores: CSS=28.3, Synergy_ZIP=15.1, Synergy_Bliss=18.3, Synergy_Loewe=20.3, Synergy_HSA=20.3. (4) Drug 1: CN(C)N=NC1=C(NC=N1)C(=O)N. Drug 2: C1=NC2=C(N1)C(=S)N=C(N2)N. Cell line: OVCAR3. Synergy scores: CSS=60.8, Synergy_ZIP=-3.34, Synergy_Bliss=-4.13, Synergy_Loewe=-9.77, Synergy_HSA=-2.64. (5) Drug 1: C1CCC(C1)C(CC#N)N2C=C(C=N2)C3=C4C=CNC4=NC=N3. Drug 2: CC12CCC(CC1=CCC3C2CCC4(C3CC=C4C5=CN=CC=C5)C)O. Cell line: ACHN. Synergy scores: CSS=5.55, Synergy_ZIP=-0.827, Synergy_Bliss=3.78, Synergy_Loewe=1.30, Synergy_HSA=1.88. (6) Synergy scores: CSS=0.622, Synergy_ZIP=0.393, Synergy_Bliss=-0.946, Synergy_Loewe=-4.06, Synergy_HSA=-3.04. Cell line: A498. Drug 2: CC12CCC3C(C1CCC2O)C(CC4=C3C=CC(=C4)O)CCCCCCCCCS(=O)CCCC(C(F)(F)F)(F)F. Drug 1: CC12CCC(CC1=CCC3C2CCC4(C3CC=C4C5=CN=CC=C5)C)O. (7) Drug 1: C1=CC=C(C(=C1)C(C2=CC=C(C=C2)Cl)C(Cl)Cl)Cl. Drug 2: C1C(C(OC1N2C=NC3=C2NC=NCC3O)CO)O. Cell line: SK-MEL-28. Synergy scores: CSS=1.73, Synergy_ZIP=-0.631, Synergy_Bliss=-0.599, Synergy_Loewe=0.605, Synergy_HSA=-0.602. (8) Drug 1: CS(=O)(=O)CCNCC1=CC=C(O1)C2=CC3=C(C=C2)N=CN=C3NC4=CC(=C(C=C4)OCC5=CC(=CC=C5)F)Cl. Drug 2: C1CN1C2=NC(=NC(=N2)N3CC3)N4CC4. Cell line: SF-539. Synergy scores: CSS=49.8, Synergy_ZIP=-4.49, Synergy_Bliss=-6.27, Synergy_Loewe=-12.1, Synergy_HSA=-4.23. (9) Drug 1: CC12CCC(CC1=CCC3C2CCC4(C3CC=C4C5=CN=CC=C5)C)O. Drug 2: C1=NC2=C(N1)C(=S)N=CN2. Cell line: BT-549. Synergy scores: CSS=-0.841, Synergy_ZIP=-5.90, Synergy_Bliss=-16.8, Synergy_Loewe=-32.5, Synergy_HSA=-17.4. (10) Drug 1: CC1C(C(CC(O1)OC2CC(OC(C2O)C)OC3=CC4=CC5=C(C(=O)C(C(C5)C(C(=O)C(C(C)O)O)OC)OC6CC(C(C(O6)C)O)OC7CC(C(C(O7)C)O)OC8CC(C(C(O8)C)O)(C)O)C(=C4C(=C3C)O)O)O)O. Drug 2: C1C(C(OC1N2C=NC(=NC2=O)N)CO)O. Cell line: HL-60(TB). Synergy scores: CSS=52.5, Synergy_ZIP=-1.77, Synergy_Bliss=2.03, Synergy_Loewe=0.550, Synergy_HSA=2.26.